This data is from Full USPTO retrosynthesis dataset with 1.9M reactions from patents (1976-2016). The task is: Predict the reactants needed to synthesize the given product. Given the product [Br:1][C:2]1[C:3]([CH3:8])=[N:4][O:5][C:6]=1[NH:7][S:17]([C:16]1[CH:15]=[C:14]([CH3:21])[O:13][C:12]=1[CH3:11])(=[O:19])=[O:18], predict the reactants needed to synthesize it. The reactants are: [Br:1][C:2]1[C:3]([CH3:8])=[N:4][O:5][C:6]=1[NH2:7].[H-].[Na+].[CH3:11][C:12]1[O:13][C:14]([CH3:21])=[CH:15][C:16]=1[S:17](Cl)(=[O:19])=[O:18].